From a dataset of Catalyst prediction with 721,799 reactions and 888 catalyst types from USPTO. Predict which catalyst facilitates the given reaction. (1) Reactant: [Cl:1][C:2]1[CH:10]=[C:9]2[C:5]([C:6]([C:17]([N:19]3[CH2:24][CH2:23][C:22]4([C:28]5[CH:29]=[CH:30][CH:31]=[CH:32][C:27]=5[CH2:26][O:25]4)[CH2:21][CH2:20]3)=[O:18])=[CH:7][N:8]2[CH2:11][CH:12]2[CH2:16][CH2:15][NH:14][CH2:13]2)=[CH:4][CH:3]=1.[CH3:33]C(O)=O.[BH3-]C#N.[Na+]. Product: [Cl:1][C:2]1[CH:10]=[C:9]2[C:5]([C:6]([C:17]([N:19]3[CH2:24][CH2:23][C:22]4([C:28]5[CH:29]=[CH:30][CH:31]=[CH:32][C:27]=5[CH2:26][O:25]4)[CH2:21][CH2:20]3)=[O:18])=[CH:7][N:8]2[CH2:11][CH:12]2[CH2:16][CH2:15][N:14]([CH3:33])[CH2:13]2)=[CH:4][CH:3]=1. The catalyst class is: 5. (2) Reactant: [O:1]1[CH:5]=[CH:4][C:3]([NH2:6])=[N:2]1.C[Si]([N-][Si](C)(C)C)(C)C.[Li+].[F:17][C:18]1[CH:23]=[C:22]([N:24]2[C:33]3[C:28](=[CH:29][C:30]([S:34](Cl)(=[O:36])=[O:35])=[CH:31][CH:32]=3)[CH:27]=[CH:26][C:25]2=[O:38])[C:21]([O:39][CH3:40])=[CH:20][C:19]=1[C:41]1[CH:46]=[CH:45][CH:44]=[C:43]([F:47])[CH:42]=1. Product: [F:17][C:18]1[CH:23]=[C:22]([N:24]2[C:33]3[C:28](=[CH:29][C:30]([S:34]([NH:6][C:3]4[CH:4]=[CH:5][O:1][N:2]=4)(=[O:36])=[O:35])=[CH:31][CH:32]=3)[CH:27]=[CH:26][C:25]2=[O:38])[C:21]([O:39][CH3:40])=[CH:20][C:19]=1[C:41]1[CH:46]=[CH:45][CH:44]=[C:43]([F:47])[CH:42]=1. The catalyst class is: 1. (3) Reactant: [CH3:1][O:2][C:3]1[CH:4]=[C:5]2[C:10](=[CH:11][C:12]=1[O:13][CH3:14])[N:9]=[CH:8][CH:7]=[C:6]2[O:15][C:16]1[CH:21]=[CH:20][C:19]([NH:22][C:23]([C:25]2([C:28]([OH:30])=O)[CH2:27][CH2:26]2)=[O:24])=[CH:18][CH:17]=1.[F:31][C:32]1[CH:39]=[CH:38][C:35]([CH2:36][NH2:37])=[CH:34][CH:33]=1.CCN(C(C)C)C(C)C.CN(C(ON1N=NC2C=CC=NC1=2)=[N+](C)C)C.F[P-](F)(F)(F)(F)F. Product: [CH3:1][O:2][C:3]1[CH:4]=[C:5]2[C:10](=[CH:11][C:12]=1[O:13][CH3:14])[N:9]=[CH:8][CH:7]=[C:6]2[O:15][C:16]1[CH:17]=[CH:18][C:19]([NH:22][C:23]([C:25]2([C:28]([NH:37][CH2:36][C:35]3[CH:38]=[CH:39][C:32]([F:31])=[CH:33][CH:34]=3)=[O:30])[CH2:27][CH2:26]2)=[O:24])=[CH:20][CH:21]=1. The catalyst class is: 287. (4) Reactant: [NH2:1][C:2]1[N:6]([CH3:7])[N:5]=[C:4]([OH:8])[C:3]=1[C:9]1[CH:17]=[CH:16][C:12]2[O:13][CH2:14][O:15][C:11]=2[CH:10]=1.C(=O)([O-])[O-].[Cs+].[Cs+].Br[CH2:25][CH2:26][O:27][C:28](=[O:30])[CH3:29].O. Product: [C:28]([O:27][CH2:26][CH2:25][O:8][C:4]1[C:3]([C:9]2[CH:17]=[CH:16][C:12]3[O:13][CH2:14][O:15][C:11]=3[CH:10]=2)=[C:2]([NH2:1])[N:6]([CH3:7])[N:5]=1)(=[O:30])[CH3:29]. The catalyst class is: 9. (5) Reactant: [CH3:1][C:2]([NH2:6])([CH3:5])[CH2:3][NH2:4].[Cl:7][C:8]1[N:13]=[C:12](Cl)[C:11]([Cl:15])=[CH:10][N:9]=1.CCN(CC)CC.[S:23](Cl)([CH3:26])(=[O:25])=[O:24]. Product: [Cl:7][C:8]1[N:13]=[C:12]([NH:4][CH2:3][C:2]([NH:6][S:23]([CH3:26])(=[O:25])=[O:24])([CH3:5])[CH3:1])[C:11]([Cl:15])=[CH:10][N:9]=1. The catalyst class is: 1. (6) The catalyst class is: 107. Product: [CH2:1]([N:8]1[CH2:13][CH2:14][O:15][CH2:10][C:9]1=[O:12])[C:2]1[CH:7]=[CH:6][CH:5]=[CH:4][CH:3]=1. Reactant: [CH2:1]([N:8]([CH2:13][CH2:14][OH:15])[C:9](=[O:12])[CH2:10]Cl)[C:2]1[CH:7]=[CH:6][CH:5]=[CH:4][CH:3]=1.CC(C)([O-])C.[K+]. (7) Reactant: [CH3:1][O:2][C:3]1[CH:4]=[C:5]([NH:9][NH2:10])[CH:6]=[CH:7][CH:8]=1.[F:11][C:12]([F:19])([F:18])[C:13](=O)[CH2:14][C:15]#[N:16].Cl. Product: [F:11][C:12]([F:19])([F:18])[C:13]1[CH:14]=[C:15]([NH2:16])[N:9]([C:5]2[CH:6]=[CH:7][CH:8]=[C:3]([O:2][CH3:1])[CH:4]=2)[N:10]=1. The catalyst class is: 8. (8) Reactant: [OH:1][C:2]1[CH:7]=[CH:6][C:5]([CH2:8][CH2:9][CH2:10][CH2:11][C:12]2[CH:17]=[CH:16][C:15]([CH2:18][C:19]([O:21][CH3:22])=[O:20])=[CH:14][CH:13]=2)=[CH:4][CH:3]=1.Cl[CH2:24][CH2:25][CH2:26][N:27]1[CH2:32][CH2:31][O:30][CH2:29][CH2:28]1.[I-].[Na+].C(=O)([O-])[O-].[K+].[K+]. Product: [O:30]1[CH2:31][CH2:32][N:27]([CH2:26][CH2:25][CH2:24][O:1][C:2]2[CH:7]=[CH:6][C:5]([CH2:8][CH2:9][CH2:10][CH2:11][C:12]3[CH:13]=[CH:14][C:15]([CH2:18][C:19]([O:21][CH3:22])=[O:20])=[CH:16][CH:17]=3)=[CH:4][CH:3]=2)[CH2:28][CH2:29]1. The catalyst class is: 3. (9) Reactant: [N:1]1([C:7]2[N:8]=[C:9]([CH2:14][C:15]([O-:17])=O)[NH:10][C:11](=[O:13])[CH:12]=2)[CH2:6][CH2:5][O:4][CH2:3][CH2:2]1.[Na+].[Cl:19][C:20]1[CH:21]=[C:22]2[C:26](=[CH:27][CH:28]=1)[NH:25][CH2:24][CH2:23]2.Cl.CN(C)CCCN=C=NCC. Product: [Cl:19][C:20]1[CH:21]=[C:22]2[C:26](=[CH:27][CH:28]=1)[N:25]([C:15](=[O:17])[CH2:14][C:9]1[NH:10][C:11](=[O:13])[CH:12]=[C:7]([N:1]3[CH2:2][CH2:3][O:4][CH2:5][CH2:6]3)[N:8]=1)[CH2:24][CH2:23]2. The catalyst class is: 672.